The task is: Predict the reactants needed to synthesize the given product.. This data is from Full USPTO retrosynthesis dataset with 1.9M reactions from patents (1976-2016). (1) Given the product [CH2:2]([C:9]1[CH:14]=[C:13]([CH3:15])[N:12]=[C:11]([NH:16][CH:17]2[CH2:22][CH2:21][N:20]([C:27]3[S:26][N:25]=[C:24]([Br:23])[N:28]=3)[CH2:19][CH2:18]2)[N:10]=1)[C:3]1[CH:4]=[CH:5][CH:6]=[CH:7][CH:8]=1, predict the reactants needed to synthesize it. The reactants are: Cl.[CH2:2]([C:9]1[CH:14]=[C:13]([CH3:15])[N:12]=[C:11]([NH:16][CH:17]2[CH2:22][CH2:21][NH:20][CH2:19][CH2:18]2)[N:10]=1)[C:3]1[CH:8]=[CH:7][CH:6]=[CH:5][CH:4]=1.[Br:23][C:24]1[N:28]=[C:27](Cl)[S:26][N:25]=1.C(N(CC)C(C)C)(C)C. (2) Given the product [Cl:8][C:9]1[CH:14]=[C:13]([NH:15][CH2:16][C:17]2[CH:22]=[CH:21][C:20]([C:23]([F:26])([F:25])[F:24])=[CH:19][C:18]=2[C:27]2[CH:32]=[CH:31][C:30]([C:33]([OH:35])=[O:34])=[CH:29][C:28]=2[CH3:37])[CH:12]=[CH:11][C:10]=1[C:38]1[CH:43]=[CH:42][C:41]([Cl:44])=[CH:40][C:39]=1[CH3:45], predict the reactants needed to synthesize it. The reactants are: [OH-].[Na+].C1COCC1.[Cl:8][C:9]1[CH:14]=[C:13]([NH:15][CH2:16][C:17]2[CH:22]=[CH:21][C:20]([C:23]([F:26])([F:25])[F:24])=[CH:19][C:18]=2[C:27]2[CH:32]=[CH:31][C:30]([C:33]([O:35]C)=[O:34])=[CH:29][C:28]=2[CH3:37])[CH:12]=[CH:11][C:10]=1[C:38]1[CH:43]=[CH:42][C:41]([Cl:44])=[CH:40][C:39]=1[CH3:45].